Dataset: Catalyst prediction with 721,799 reactions and 888 catalyst types from USPTO. Task: Predict which catalyst facilitates the given reaction. Reactant: [F:1][C:2]1[C:11]2[O:12][CH2:13][C@@H:14]([CH2:15][N:16]3[CH2:21][CH2:20][CH:19]([NH:22]C(=O)OC(C)(C)C)[CH2:18][CH2:17]3)[N:9]3[C:10]=2[C:5]([CH:6]=[CH:7][C:8]3=[O:30])=[CH:4][CH:3]=1.Cl. Product: [NH2:22][CH:19]1[CH2:18][CH2:17][N:16]([CH2:15][C@H:14]2[N:9]3[C:10]4[C:5]([CH:6]=[CH:7][C:8]3=[O:30])=[CH:4][CH:3]=[C:2]([F:1])[C:11]=4[O:12][CH2:13]2)[CH2:21][CH2:20]1. The catalyst class is: 269.